From a dataset of Full USPTO retrosynthesis dataset with 1.9M reactions from patents (1976-2016). Predict the reactants needed to synthesize the given product. Given the product [ClH:34].[ClH:34].[NH2:27][CH:16]([C:3]1[CH:4]=[CH:5][C:6]([F:15])=[C:7]([O:8][C:9]2[CH:10]=[CH:11][CH:12]=[CH:13][CH:14]=2)[C:2]=1[F:1])[CH2:17][C:18]([NH:20][C:21]1[CH:22]=[CH:23][N:24]=[CH:25][CH:26]=1)=[O:19], predict the reactants needed to synthesize it. The reactants are: [F:1][C:2]1[C:7]([O:8][C:9]2[CH:14]=[CH:13][CH:12]=[CH:11][CH:10]=2)=[C:6]([F:15])[CH:5]=[CH:4][C:3]=1[CH:16]([NH:27]S(C(C)(C)C)=O)[CH2:17][C:18]([NH:20][C:21]1[CH:26]=[CH:25][N:24]=[CH:23][CH:22]=1)=[O:19].[ClH:34].